The task is: Predict the product of the given reaction.. This data is from Forward reaction prediction with 1.9M reactions from USPTO patents (1976-2016). (1) Given the reactants [Cl:1][C:2]1[C:7]([OH:8])=[C:6]([F:9])[C:5]([CH3:10])=[CH:4][CH:3]=1.C1OCCOCCOCCOCCOCCOC1.CC(C)([O-])C.[K+].F[C:36]1[CH:37]=[C:38]([CH:41]=[C:42]([C:44]([F:47])([F:46])[F:45])[CH:43]=1)[C:39]#[N:40], predict the reaction product. The product is: [Cl:1][C:2]1[C:7]([O:8][C:36]2[CH:37]=[C:38]([CH:41]=[C:42]([C:44]([F:45])([F:47])[F:46])[CH:43]=2)[C:39]#[N:40])=[C:6]([F:9])[C:5]([CH3:10])=[CH:4][CH:3]=1. (2) Given the reactants C([O:3][C:4]([C:6]1[C:15](=[O:16])[C:14]2[C:9](=[CH:10][C:11]([F:26])=[C:12]([CH2:17][C:18]3[CH:23]=[CH:22][CH:21]=[C:20]([Cl:24])[C:19]=3[F:25])[CH:13]=2)[N:8]([C@H:27]([CH2:31][O:32][Si](C(C)(C)C)(C)C)[CH:28]([CH3:30])[CH3:29])[CH:7]=1)=[O:5])C.[OH-].[Na+], predict the reaction product. The product is: [Cl:24][C:20]1[C:19]([F:25])=[C:18]([CH:23]=[CH:22][CH:21]=1)[CH2:17][C:12]1[CH:13]=[C:14]2[C:9](=[CH:10][C:11]=1[F:26])[N:8]([C@H:27]([CH2:31][OH:32])[CH:28]([CH3:30])[CH3:29])[CH:7]=[C:6]([C:4]([OH:5])=[O:3])[C:15]2=[O:16]. (3) Given the reactants [C:1]([C:4]1[C:5]([CH3:16])=[C:6](Br)[NH:7][C:8]=1[C:9]1[CH:14]=[CH:13][CH:12]=[CH:11][CH:10]=1)(=[O:3])[CH3:2].[N:17]1[CH:22]=[CH:21][C:20](B(O)O)=[CH:19][CH:18]=1, predict the reaction product. The product is: [C:1]([C:4]1[C:5]([CH3:16])=[C:6]([C:20]2[CH:21]=[CH:22][N:17]=[CH:18][CH:19]=2)[NH:7][C:8]=1[C:9]1[CH:14]=[CH:13][CH:12]=[CH:11][CH:10]=1)(=[O:3])[CH3:2]. (4) Given the reactants Cl.CN(C)CCCN=C=NCC.[C:13]([S:17]([CH2:20][C@@H:21]([N:25]1[C@H:30]([C:31]2[CH:36]=[CH:35][C:34]([Cl:37])=[CH:33][CH:32]=2)[C@@H:29]([C:38]2[CH:43]=[CH:42][CH:41]=[C:40]([Cl:44])[CH:39]=2)[CH2:28][C@@:27]([CH2:46][C:47]([OH:49])=O)([CH3:45])[C:26]1=[O:50])[CH:22]1[CH2:24][CH2:23]1)(=[O:19])=[O:18])([CH3:16])([CH3:15])[CH3:14].[NH2:51][C:52]1[CH:57]=[CH:56][CH:55]=[CH:54][CH:53]=1, predict the reaction product. The product is: [C:13]([S:17]([CH2:20][C@@H:21]([N:25]1[C@H:30]([C:31]2[CH:36]=[CH:35][C:34]([Cl:37])=[CH:33][CH:32]=2)[C@@H:29]([C:38]2[CH:43]=[CH:42][CH:41]=[C:40]([Cl:44])[CH:39]=2)[CH2:28][C@@:27]([CH2:46][C:47]([NH:51][C:52]2[CH:57]=[CH:56][CH:55]=[CH:54][CH:53]=2)=[O:49])([CH3:45])[C:26]1=[O:50])[CH:22]1[CH2:23][CH2:24]1)(=[O:18])=[O:19])([CH3:16])([CH3:14])[CH3:15]. (5) Given the reactants [OH:1][CH:2]1[C:11]2[CH:10]=[N:9][CH:8]=[C:7]([C:12]3[CH:19]=[CH:18][C:15]([C:16]#[N:17])=[CH:14][CH:13]=3)[C:6]=2[CH2:5][CH2:4][CH2:3]1.[CH2:20]([N:22]=[C:23]=[O:24])[CH3:21].CCN(CC)CC.C([O-])(O)=O.[Na+], predict the reaction product. The product is: [CH2:20]([NH:22][C:23](=[O:24])[O:1][CH:2]1[C:11]2[CH:10]=[N:9][CH:8]=[C:7]([C:12]3[CH:13]=[CH:14][C:15]([C:16]#[N:17])=[CH:18][CH:19]=3)[C:6]=2[CH2:5][CH2:4][CH2:3]1)[CH3:21]. (6) Given the reactants [Cl:1][C:2]1[C:14]2[C:13]3[C:8](=[CH:9][CH:10]=[CH:11][CH:12]=3)[C:7]([C:20]([F:23])([F:22])[F:21])([O:15]CC(O)=O)[C:6]=2[CH:5]=[C:4]([F:24])[CH:3]=1.C1([C@H](N)C)C2C(=CC=CC=2)C=CC=1, predict the reaction product. The product is: [Cl:1][C:2]1[C:14]2[C:13]3[C:8](=[CH:9][CH:10]=[CH:11][CH:12]=3)[C:7]([C:20]([F:21])([F:22])[F:23])([OH:15])[C:6]=2[CH:5]=[C:4]([F:24])[CH:3]=1. (7) The product is: [CH2:20]([N:12]([CH2:11][C:9]1[N:10]=[C:5]2[S:4][C:3]([CH3:23])=[C:2]([CH:29]=[O:30])[N:6]2[C:7](=[O:22])[CH:8]=1)[C:13]1[CH:18]=[CH:17][C:16]([F:19])=[CH:15][CH:14]=1)[CH3:21]. Given the reactants Br[C:2]1[N:6]2[C:7](=[O:22])[CH:8]=[C:9]([CH2:11][N:12]([CH2:20][CH3:21])[C:13]3[CH:18]=[CH:17][C:16]([F:19])=[CH:15][CH:14]=3)[N:10]=[C:5]2[S:4][C:3]=1[CH3:23].C([Li])CCC.[CH:29](OCC)=[O:30], predict the reaction product. (8) The product is: [CH3:29][N:4]1[C:5]2[C:10](=[CH:9][C:8]([NH:12][C:13]([NH:15][C:16]3[CH:17]=[CH:18][C:19]([O:22][C:23]4[CH:24]=[CH:25][CH:26]=[CH:27][CH:28]=4)=[CH:20][CH:21]=3)=[O:14])=[CH:7][CH:6]=2)[CH:11]=[C:3]1[CH2:2][N:39]1[CH2:40][CH2:41][CH:36]([C:30]2[CH:35]=[CH:34][CH:33]=[CH:32][CH:31]=2)[CH2:37][CH2:38]1. Given the reactants O[CH2:2][C:3]1[N:4]([CH3:29])[C:5]2[C:10]([CH:11]=1)=[CH:9][C:8]([NH:12][C:13]([NH:15][C:16]1[CH:21]=[CH:20][C:19]([O:22][C:23]3[CH:28]=[CH:27][CH:26]=[CH:25][CH:24]=3)=[CH:18][CH:17]=1)=[O:14])=[CH:7][CH:6]=2.[C:30]1([CH:36]2[CH2:41][CH2:40][NH:39][CH2:38][CH2:37]2)[CH:35]=[CH:34][CH:33]=[CH:32][CH:31]=1, predict the reaction product.